Dataset: Full USPTO retrosynthesis dataset with 1.9M reactions from patents (1976-2016). Task: Predict the reactants needed to synthesize the given product. (1) Given the product [CH3:5][C:6]1[CH:7]=[N:8][C:9]([CH2:15][S+:16]([O-:28])[C:17]2[NH:18][C:19]3[CH:20]=[CH:21][C:22]([O:26][CH3:27])=[CH:23][C:24]=3[N:25]=2)=[C:10]([CH3:14])[C:11]=1[O:12][CH3:13], predict the reactants needed to synthesize it. The reactants are: C(Cl)Cl.O.[CH3:5][C:6]1[CH:7]=[N:8][C:9]([CH2:15][S+:16]([O-:28])[C:17]2[NH:18][C:19]3[CH:20]=[CH:21][C:22]([O:26][CH3:27])=[CH:23][C:24]=3[N:25]=2)=[C:10]([CH3:14])[C:11]=1[O:12][CH3:13].[Ca]. (2) Given the product [CH3:30][N:31]([CH3:33])/[CH:32]=[N:15]/[C:13]([C:11]1[C:10]([CH3:16])=[C:9]([C:17]2[CH:22]=[CH:21][CH:20]=[C:19]([C:23]([F:26])([F:25])[F:24])[CH:18]=2)[C:8]2[N:7]([N:6]=[C:5]([NH:4][C:1](=[O:3])[CH3:2])[N:27]=2)[CH:12]=1)=[O:14], predict the reactants needed to synthesize it. The reactants are: [C:1]([NH:4][C:5]1[N:27]=[C:8]2[C:9]([C:17]3[CH:22]=[CH:21][CH:20]=[C:19]([C:23]([F:26])([F:25])[F:24])[CH:18]=3)=[C:10]([CH3:16])[C:11]([C:13]([NH2:15])=[O:14])=[CH:12][N:7]2[N:6]=1)(=[O:3])[CH3:2].CO[CH:30](OC)[N:31]([CH3:33])[CH3:32]. (3) Given the product [OH:25][C:26]1[N:27]=[CH:28][C:29]([C:12]#[C:11][C:9]2[CH:8]=[N:7][CH:6]=[C:5]([CH:10]=2)[C:4]([N:3]=[S@@:2]([CH3:1])(=[O:24])[C:18]2[CH:23]=[CH:22][CH:21]=[CH:20][CH:19]=2)=[O:17])=[CH:30][CH:31]=1, predict the reactants needed to synthesize it. The reactants are: [CH3:1][S@:2](=[O:24])([C:18]1[CH:23]=[CH:22][CH:21]=[CH:20][CH:19]=1)=[N:3][C:4](=[O:17])[C:5]1[CH:10]=[C:9]([C:11]#[C:12][Si](C)(C)C)[CH:8]=[N:7][CH:6]=1.[OH:25][C:26]1[CH:31]=[CH:30][C:29](I)=[CH:28][N:27]=1.C(N(CC)CC)C.[F-].C([N+](CCCC)(CCCC)CCCC)CCC. (4) Given the product [Cl:1][C:2]1[CH:7]=[CH:6][C:5]([C:8]2[S:9][C:10]([CH2:14][CH2:15][CH:16]3[CH2:21][CH2:20][CH2:19][N:18]([C:22]4[CH:23]=[C:24]([CH:28]=[CH:29][CH:30]=4)[C:25]([OH:27])=[O:26])[CH2:17]3)=[C:11]([CH3:13])[N:12]=2)=[CH:4][CH:3]=1, predict the reactants needed to synthesize it. The reactants are: [Cl:1][C:2]1[CH:7]=[CH:6][C:5]([C:8]2[S:9][C:10]([CH:14]=[CH:15][CH:16]3[CH2:21][CH2:20][CH2:19][N:18]([C:22]4[CH:23]=[C:24]([CH:28]=[CH:29][CH:30]=4)[C:25]([OH:27])=[O:26])[CH2:17]3)=[C:11]([CH3:13])[N:12]=2)=[CH:4][CH:3]=1.[H][H].